Predict the reaction yield, written as a fraction of the theoretical maximum amount of product (1.0 means a 100% yield; for example, 0.34 means a 34% yield). From a dataset of Reaction yield outcomes from USPTO patents with 853,638 reactions. (1) No catalyst specified. The product is [Cl:1][C:2]1[CH:3]=[CH:4][CH:5]=[C:6]2[C:10]=1[N:9]([CH3:11])[CH:8]=[CH:7]2. The yield is 1.00. The reactants are [Cl:1][C:2]1[CH:3]=[CH:4][CH:5]=[C:6]2[C:10]=1[NH:9][CH:8]=[CH:7]2.[CH3:11]C1C2C(=CC=CC=2)NC=1. (2) The reactants are [Cl:1][C:2]1[C:3]([O:12][C:13]2[CH:18]=[C:17]([O:19][Si:20]([CH:27]([CH3:29])[CH3:28])([CH:24]([CH3:26])[CH3:25])[CH:21]([CH3:23])[CH3:22])[CH:16]=[CH:15][C:14]=2[CH2:30][CH2:31][C:32](OCC)=[O:33])=[N:4][CH:5]=[C:6]([C:8]([F:11])([F:10])[F:9])[CH:7]=1.[H-].[Al+3].[Li+].[H-].[H-].[H-].O.O.O.O.O.O.O.O.O.O.S([O-])([O-])(=O)=O.[Na+].[Na+]. The catalyst is O1CCCC1. The product is [Cl:1][C:2]1[C:3]([O:12][C:13]2[CH:18]=[C:17]([O:19][Si:20]([CH:24]([CH3:26])[CH3:25])([CH:27]([CH3:28])[CH3:29])[CH:21]([CH3:22])[CH3:23])[CH:16]=[CH:15][C:14]=2[CH2:30][CH2:31][CH2:32][OH:33])=[N:4][CH:5]=[C:6]([C:8]([F:11])([F:10])[F:9])[CH:7]=1. The yield is 0.740. (3) The catalyst is O.CCOC(C)=O. The yield is 0.340. The reactants are [CH3:1][O:2][C:3]1[C:7]([N+:8]([O-:10])=[O:9])=[CH:6][NH:5][N:4]=1.C(=O)([O-])[O-].[Cs+].[Cs+].Br[CH2:18][CH:19]([OH:21])[CH3:20]. The product is [CH3:1][O:2][C:3]1[C:7]([N+:8]([O-:10])=[O:9])=[CH:6][N:5]([CH2:18][CH:19]([OH:21])[CH3:20])[N:4]=1. (4) The reactants are [Cl:1][C:2]1[CH:7]=[CH:6][C:5]([C:8]2([CH2:23][OH:24])[C:16]3[C:11](=[CH:12][CH:13]=[CH:14][CH:15]=3)[N:10]([CH2:17][C:18]([O:20][CH3:21])=[O:19])[C:9]2=[O:22])=[C:4](O)[CH:3]=1.ClC1C=CC(Cl)=C2C=1C(C1C(O)=CC3OCOC=3C=1)(CO)C(=O)N2CCCCC. The yield is 0.740. No catalyst specified. The product is [Cl:1][C:2]1[CH:7]=[CH:6][C:5]2[C:8]3([CH2:23][O:24][C:4]=2[CH:3]=1)[C:16]1[C:11](=[CH:12][CH:13]=[CH:14][CH:15]=1)[N:10]([CH2:17][C:18]([O:20][CH3:21])=[O:19])[C:9]3=[O:22]. (5) The product is [CH3:1][O:2][C:3]1[C:4]([CH3:23])=[C:5]([C:14]([O:21][CH3:22])=[C:15]([O:19][CH3:20])[C:16]=1[O:17][CH3:18])[CH2:6][C:7]1[CH:12]=[CH:11][C:10]([OH:13])=[C:9]([CH:8]=1)[CH:36]=[O:37]. The yield is 0.780. No catalyst specified. The reactants are [CH3:1][O:2][C:3]1[C:4]([CH3:23])=[C:5]([C:14]([O:21][CH3:22])=[C:15]([O:19][CH3:20])[C:16]=1[O:17][CH3:18])[CH2:6][C:7]1[CH:12]=[CH:11][C:10]([OH:13])=[CH:9][CH:8]=1.C1N2CN3CN(C2)CN1C3.FC(F)(F)[C:36](O)=[O:37]. (6) The reactants are [Cl:1][C:2]1[C:3]([O:9][C:10]2[CH:15]=[C:14]([O:16][CH2:17][CH2:18][O:19][CH3:20])[CH:13]=[CH:12][C:11]=2[CH2:21][CH2:22][CH2:23][OH:24])=[N:4][CH:5]=[C:6]([Cl:8])[CH:7]=1.Cl[S:26]([N:29]=[C:30]=[O:31])(=[O:28])=[O:27].[N:32]1C=CC=CC=1.N. The catalyst is C1(C)C=CC=CC=1.O. The yield is 0.580. The product is [NH2:32][S:26]([NH:29][C:30](=[O:31])[O:24][CH2:23][CH2:22][CH2:21][C:11]1[CH:12]=[CH:13][C:14]([O:16][CH2:17][CH2:18][O:19][CH3:20])=[CH:15][C:10]=1[O:9][C:3]1[C:2]([Cl:1])=[CH:7][C:6]([Cl:8])=[CH:5][N:4]=1)(=[O:28])=[O:27]. (7) The reactants are C1(O[C:8](=[O:32])[NH:9][C:10]2[CH:15]=[CH:14][C:13]([S:16]([CH:19]([CH3:21])[CH3:20])(=[O:18])=[O:17])=[C:12]([CH2:22][N:23]([C:25]([O:27][C:28]([CH3:31])([CH3:30])[CH3:29])=[O:26])[CH3:24])[CH:11]=2)C=CC=CC=1.[Br:33][C:34]1[CH:39]=[CH:38][C:37]([CH2:40][CH2:41][CH2:42]C(NC2C=CC(SC(C)C)=C(C=2)CN(C)C(=O)OC(C)(C)C)=O)=[CH:36][CH:35]=1.C1C=C(Cl)C=C(C(OO)=O)C=1. No catalyst specified. The product is [Br:33][C:34]1[CH:39]=[CH:38][C:37]([CH2:40][CH2:41][CH2:42][C:8]([NH:9][C:10]2[CH:15]=[CH:14][C:13]([S:16]([CH:19]([CH3:21])[CH3:20])(=[O:18])=[O:17])=[C:12]([CH:11]=2)[CH2:22][N:23]([CH3:24])[C:25](=[O:26])[O:27][C:28]([CH3:31])([CH3:29])[CH3:30])=[O:32])=[CH:36][CH:35]=1. The yield is 0.970. (8) The reactants are [CH3:1][C:2]1([CH3:17])[C:13]2[C:14]3[N:5]([C:6](=[O:16])[C:7](=[O:15])[NH:8][C:9]=3[CH:10]=[CH:11][CH:12]=2)[CH2:4][CH2:3]1.[H-].[Na+].Br[CH2:21]/[CH:22]=[CH:23]\[C@H:24]1[CH2:28][O:27][C:26]([CH3:30])([CH3:29])[O:25]1.O. The catalyst is CN(C=O)C. The product is [CH3:29][C:26]1([CH3:30])[O:25][C@@H:24](/[CH:23]=[CH:22]\[CH2:21][N:8]2[C:9]3[CH:10]=[CH:11][CH:12]=[C:13]4[C:2]([CH3:17])([CH3:1])[CH2:3][CH2:4][N:5]([C:14]=34)[C:6](=[O:16])[C:7]2=[O:15])[CH2:28][O:27]1. The yield is 0.570.